From a dataset of Forward reaction prediction with 1.9M reactions from USPTO patents (1976-2016). Predict the product of the given reaction. (1) Given the reactants [I:1][C:2]1[CH:13]=[C:6]2[C:7]([O:9][C:10](=O)[NH:11][C:5]2=[CH:4][CH:3]=1)=[O:8], predict the reaction product. The product is: [NH2:11][C:5]1[CH:4]=[CH:3][C:2]([I:1])=[CH:13][C:6]=1[C:7]([O:9][CH3:10])=[O:8]. (2) The product is: [NH2:16][C:10]1[O:11][CH2:12][C:13]([F:14])([F:15])[C@:8]([C:6]2[CH:7]=[C:2]([NH:1][C:27]([C:21]3[C:20]([F:19])=[CH:25][C:24]([F:26])=[CH:23][N:22]=3)=[O:28])[CH:3]=[CH:4][C:5]=2[F:18])([CH3:17])[N:9]=1. Given the reactants [NH2:1][C:2]1[CH:3]=[CH:4][C:5]([F:18])=[C:6]([C@:8]2([CH3:17])[C:13]([F:15])([F:14])[CH2:12][O:11][C:10]([NH2:16])=[N:9]2)[CH:7]=1.[F:19][C:20]1[C:21]([C:27](O)=[O:28])=[N:22][CH:23]=[C:24]([F:26])[CH:25]=1, predict the reaction product.